From a dataset of Catalyst prediction with 721,799 reactions and 888 catalyst types from USPTO. Predict which catalyst facilitates the given reaction. (1) Reactant: [F:1][C:2]1[C:3]([OH:10])=[C:4]([CH:7]=[CH:8][CH:9]=1)[CH:5]=[O:6].[Br:11]N1C(=O)CCC1=O. Product: [Br:11][C:8]1[CH:9]=[C:2]([F:1])[C:3]([OH:10])=[C:4]([CH:7]=1)[CH:5]=[O:6]. The catalyst class is: 115. (2) Reactant: [CH2:1]([O:8][C:9]1[CH:14]=[CH:13][C:12]([C:15]2[CH:20]=[CH:19][C:18]([CH2:21][CH2:22][CH2:23][OH:24])=[CH:17][CH:16]=2)=[CH:11][CH:10]=1)[CH2:2][CH2:3][CH2:4][CH2:5][CH2:6][CH3:7].C1C=C[NH+]=CC=1.[O-][Cr](Cl)(=O)=O.CCOCC. Product: [CH2:1]([O:8][C:9]1[CH:14]=[CH:13][C:12]([C:15]2[CH:20]=[CH:19][C:18]([CH2:21][CH2:22][CH:23]=[O:24])=[CH:17][CH:16]=2)=[CH:11][CH:10]=1)[CH2:2][CH2:3][CH2:4][CH2:5][CH2:6][CH3:7]. The catalyst class is: 2.